This data is from Full USPTO retrosynthesis dataset with 1.9M reactions from patents (1976-2016). The task is: Predict the reactants needed to synthesize the given product. (1) Given the product [CH2:1]([N:5]1[C:18](=[O:19])[C:17]([OH:21])=[C:9]([C:10]2[CH:11]=[CH:12][C:13]([Cl:16])=[CH:14][CH:15]=2)[S:6]1(=[O:8])=[O:7])[CH2:2][CH2:3][CH3:4], predict the reactants needed to synthesize it. The reactants are: [CH2:1]([NH:5][S:6]([CH2:9][C:10]1[CH:15]=[CH:14][C:13]([Cl:16])=[CH:12][CH:11]=1)(=[O:8])=[O:7])[CH2:2][CH2:3][CH3:4].[C:17](OCC)(=[O:21])[C:18]([O-])=[O:19].CC(C)([O-])C.[K+].Cl. (2) The reactants are: [OH:1][C:2]1[CH:7]=[C:6]([Cl:8])[N:5]=[N:4][C:3]=1Cl.[CH:10]1([C:13]2[CH:18]=[CH:17][CH:16]=[C:15]([CH3:19])[C:14]=2[OH:20])[CH2:12][CH2:11]1.CN(C)C1C=CC=CC=1.[OH-].[K+].Cl. Given the product [Cl:8][C:6]1[N:5]=[N:4][C:3]([O:20][C:14]2[C:15]([CH3:19])=[CH:16][CH:17]=[CH:18][C:13]=2[CH:10]2[CH2:11][CH2:12]2)=[C:2]([OH:1])[CH:7]=1, predict the reactants needed to synthesize it. (3) Given the product [CH:23]1([N:5]2[C:4]3[N:3]=[C:2]([NH:38][C:31]4[CH:32]=[C:33]5[C:37](=[C:29]([F:28])[CH:30]=4)[NH:36][N:35]=[CH:34]5)[N:11]=[CH:10][C:9]=3[N:8]([C:12]3[CH:13]=[C:14]([CH:17]=[CH:18][CH:19]=3)[C:15]#[N:16])[C:7](=[O:20])[C@H:6]2[CH2:21][F:22])[CH2:27][CH2:26][CH2:25][CH2:24]1, predict the reactants needed to synthesize it. The reactants are: Cl[C:2]1[N:11]=[CH:10][C:9]2[N:8]([C:12]3[CH:13]=[C:14]([CH:17]=[CH:18][CH:19]=3)[C:15]#[N:16])[C:7](=[O:20])[C@@H:6]([CH2:21][F:22])[N:5]([CH:23]3[CH2:27][CH2:26][CH2:25][CH2:24]3)[C:4]=2[N:3]=1.[F:28][C:29]1[CH:30]=[C:31]([NH2:38])[CH:32]=[C:33]2[C:37]=1[NH:36][N:35]=[CH:34]2. (4) Given the product [F:29][C:30]([F:40])([F:39])[C:31]1[CH:38]=[CH:37][C:34]([CH2:35][N:6]2[CH2:7][CH2:8][C:3]3([CH2:2][CH2:1]3)[CH2:4][CH:5]2[C:9]([NH:11][C@H:12]([C:14]2[CH:22]=[CH:21][C:17]([C:18]([O:20][CH2:35][C:34]3[CH:33]=[CH:32][C:31]([C:30]([F:29])([F:39])[F:40])=[CH:38][CH:37]=3)=[O:19])=[CH:16][CH:15]=2)[CH3:13])=[O:10])=[CH:33][CH:32]=1, predict the reactants needed to synthesize it. The reactants are: [CH2:1]1[C:3]2([CH2:8][CH2:7][NH:6][CH:5]([C:9]([NH:11][C@H:12]([C:14]3[CH:22]=[CH:21][C:17]([C:18]([OH:20])=[O:19])=[CH:16][CH:15]=3)[CH3:13])=[O:10])[CH2:4]2)[CH2:2]1.C([O-])([O-])=O.[Na+].[Na+].[F:29][C:30]([F:40])([F:39])[C:31]1[CH:38]=[CH:37][C:34]([CH2:35]Br)=[CH:33][CH:32]=1. (5) Given the product [CH2:2]([C@H:3]1[CH2:4][O:5][C:46](=[O:45])[NH:47]1)[C:7]1[CH:12]=[CH:11][CH:10]=[CH:9][CH:8]=1, predict the reactants needed to synthesize it. The reactants are: C[C:2](C)([C:7]1[CH:12]=[CH:11][CH:10]=[CH:9][CH:8]=1)[CH2:3][C:4](O)=[O:5].C(Cl)(=O)C(C)(C)C.C1(C(C2C=CC=CC=2)C2C=CC=CC=2)C=CC=CC=1.C([Li])CCC.[O:45]1CC[NH:47][C:46]1=O. (6) Given the product [CH3:6][O:7][C:8]([C:12]1[S:13][C:14]([CH:20]=[O:21])=[CH:15][N:16]=1)([O:10][CH3:11])[CH3:9], predict the reactants needed to synthesize it. The reactants are: [Li]CCCC.[CH3:6][O:7][C:8]([C:12]1[S:13][CH:14]=[CH:15][N:16]=1)([O:10][CH3:11])[CH3:9].CN([CH:20]=[O:21])C.[NH4+].[Cl-]. (7) Given the product [Cl:26][C:23]1[CH:24]=[CH:25][C:20]([C:18]([NH:17][CH:13]([CH2:12][C:7]2[C:5]3[C:4](=[CH:3][CH:2]=[CH:1][CH:6]=3)[NH:11][C:9](=[O:10])[CH:8]=2)[C:14]([O:16][CH2:28][C:29]2[N:33]([CH3:34])[N:32]=[C:31]([CH:35]3[CH2:37][CH2:36]3)[CH:30]=2)=[O:15])=[O:19])=[CH:21][CH:22]=1, predict the reactants needed to synthesize it. The reactants are: [CH:1]1[CH:2]=[CH:3][C:4]2[NH:11][C:9](=[O:10])[CH:8]=[C:7]([CH2:12][CH:13]([NH:17][C:18]([C:20]3[CH:21]=[CH:22][C:23]([Cl:26])=[CH:24][CH:25]=3)=[O:19])[C:14]([OH:16])=[O:15])[C:5]=2[CH:6]=1.Cl[CH2:28][C:29]1[N:33]([CH3:34])[N:32]=[C:31]([CH:35]2[CH2:37][CH2:36]2)[CH:30]=1.